This data is from Full USPTO retrosynthesis dataset with 1.9M reactions from patents (1976-2016). The task is: Predict the reactants needed to synthesize the given product. (1) Given the product [Br:1][C:2]1[CH:3]=[C:4]([CH:7]=[CH:8][C:9]=1[CH2:10][Br:18])[C:5]#[N:6], predict the reactants needed to synthesize it. The reactants are: [Br:1][C:2]1[CH:3]=[C:4]([CH:7]=[CH:8][C:9]=1[CH3:10])[C:5]#[N:6].C1C(=O)N([Br:18])C(=O)C1. (2) Given the product [Cl:1][C:2]1[CH:10]=[C:9]2[C:5]([C:6](=[CH:16][C:15]3[CH:18]=[CH:19][CH:20]=[C:13]([F:12])[CH:14]=3)[C:7](=[O:11])[NH:8]2)=[CH:4][CH:3]=1, predict the reactants needed to synthesize it. The reactants are: [Cl:1][C:2]1[CH:10]=[C:9]2[C:5]([CH2:6][C:7](=[O:11])[NH:8]2)=[CH:4][CH:3]=1.[F:12][C:13]1[CH:14]=[C:15]([CH:18]=[CH:19][CH:20]=1)[CH:16]=O. (3) Given the product [Cl:14][C:15]1[CH:16]=[C:17]([CH:21]=[CH:22][CH:23]=1)[C:18]([NH:7][C:6]1[CH:8]=[C:2]([Cl:1])[CH:3]=[CH:4][C:5]=1[C:9]1[NH:13][N:12]=[N:11][N:10]=1)=[O:19], predict the reactants needed to synthesize it. The reactants are: [Cl:1][C:2]1[CH:3]=[CH:4][C:5]([C:9]2[NH:13][N:12]=[N:11][N:10]=2)=[C:6]([CH:8]=1)[NH2:7].[Cl:14][C:15]1[CH:16]=[C:17]([CH:21]=[CH:22][CH:23]=1)[C:18](Cl)=[O:19]. (4) Given the product [Cl:18][C:19]1[CH:20]=[C:21]([C:2]2[CH:3]=[C:4]3[C:11]4([N:15]=[C:14]([NH2:16])[C:13]([CH3:17])=[N:12]4)[CH2:10][CH2:9][O:8][C:5]3=[CH:6][CH:7]=2)[CH:22]=[N:23][CH:24]=1, predict the reactants needed to synthesize it. The reactants are: Br[C:2]1[CH:3]=[C:4]2[C:11]3([N:15]=[C:14]([NH2:16])[C:13]([CH3:17])=[N:12]3)[CH2:10][CH2:9][O:8][C:5]2=[CH:6][CH:7]=1.[Cl:18][C:19]1[CH:20]=[C:21](B(O)O)[CH:22]=[N:23][CH:24]=1.C([O-])([O-])=O.[K+].[K+]. (5) The reactants are: [NH2:1][C:2]1[N:7]=[CH:6][C:5]([NH:8][C:9]([C:11]2[N:12]([CH2:21][C:22]3[CH:27]=[CH:26][CH:25]=[C:24]([F:28])[CH:23]=3)[C:13]3[C:18]([CH:19]=2)=[CH:17][C:16]([F:20])=[CH:15][CH:14]=3)=[O:10])=[CH:4][CH:3]=1.Br[CH2:30][C:31]([C:33]1[S:34][CH:35]=[CH:36][CH:37]=1)=O. Given the product [S:34]1[CH:35]=[CH:36][CH:37]=[C:33]1[C:31]1[N:1]=[C:2]2[CH:3]=[CH:4][C:5]([NH:8][C:9]([C:11]3[N:12]([CH2:21][C:22]4[CH:27]=[CH:26][CH:25]=[C:24]([F:28])[CH:23]=4)[C:13]4[C:18]([CH:19]=3)=[CH:17][C:16]([F:20])=[CH:15][CH:14]=4)=[O:10])=[CH:6][N:7]2[CH:30]=1, predict the reactants needed to synthesize it. (6) Given the product [Cl:11][C:12]1[CH:13]=[CH:14][C:15]([C:35]#[N:36])=[C:16]([C:18]2[C:23]([O:24][CH3:25])=[CH:22][N:21]([C:26](=[CH:9][C:5]3([CH2:3][CH3:4])[CH2:6][O:7][CH2:8]3)[C:27]([O:29][C:30]([CH3:31])([CH3:32])[CH3:33])=[O:28])[C:20](=[O:34])[CH:19]=2)[CH:17]=1, predict the reactants needed to synthesize it. The reactants are: [H-].[Na+].[CH2:3]([C:5]1([CH:9]=O)[CH2:8][O:7][CH2:6]1)[CH3:4].[Cl:11][C:12]1[CH:13]=[CH:14][C:15]([C:35]#[N:36])=[C:16]([C:18]2[C:23]([O:24][CH3:25])=[CH:22][N:21]([CH2:26][C:27]([O:29][C:30]([CH3:33])([CH3:32])[CH3:31])=[O:28])[C:20](=[O:34])[CH:19]=2)[CH:17]=1. (7) Given the product [Br:22][C:23]1[CH:24]=[C:25]([C:30](=[O:32])[CH3:31])[C:26]([F:29])=[N:27][CH:28]=1, predict the reactants needed to synthesize it. The reactants are: [Cr](O[Cr]([O-])(=O)=O)([O-])(=O)=O.[NH+]1C=CC=CC=1.[NH+]1C=CC=CC=1.[Br:22][C:23]1[CH:24]=[C:25]([CH:30]([OH:32])[CH3:31])[C:26]([F:29])=[N:27][CH:28]=1.